This data is from Forward reaction prediction with 1.9M reactions from USPTO patents (1976-2016). The task is: Predict the product of the given reaction. (1) Given the reactants Br[C:2]1[CH:3]=[C:4]2[C:9](=[CH:10][CH:11]=1)[CH2:8][CH:7]([NH:12][C:13](=[O:19])[O:14][C:15]([CH3:18])([CH3:17])[CH3:16])[CH2:6][CH2:5]2.[B:20]1([B:20]2[O:24][C:23]([CH3:26])([CH3:25])[C:22]([CH3:28])([CH3:27])[O:21]2)[O:24][C:23]([CH3:26])([CH3:25])[C:22]([CH3:28])([CH3:27])[O:21]1.C([O-])(=O)C.[K+], predict the reaction product. The product is: [CH3:27][C:22]1([CH3:28])[C:23]([CH3:26])([CH3:25])[O:24][B:20]([C:2]2[CH:3]=[C:4]3[C:9](=[CH:10][CH:11]=2)[CH2:8][CH:7]([NH:12][C:13](=[O:19])[O:14][C:15]([CH3:18])([CH3:17])[CH3:16])[CH2:6][CH2:5]3)[O:21]1. (2) Given the reactants Cl.Cl[C:3]1[CH:8]=[CH:7][N:6]=[C:5]([C:9]([O:11][CH3:12])=[O:10])[CH:4]=1.[CH3:13][OH:14], predict the reaction product. The product is: [CH3:13][O:14][C:3]1[CH:8]=[CH:7][N:6]=[C:5]([C:9]([O:11][CH3:12])=[O:10])[CH:4]=1. (3) The product is: [NH2:32][C:33]1[N:38]=[CH:37][C:36]([C:2]2[N:3]=[C:4]([N:12]3[CH2:17][CH2:16][O:15][CH2:14][CH2:13]3)[C:5]3[S:10][C:9]([C:21]4[CH:22]=[CH:23][C:24]([C:25]([OH:27])=[O:26])=[CH:19][CH:20]=4)=[CH:8][C:6]=3[N:7]=2)=[CH:35][N:34]=1. Given the reactants Cl[C:2]1[N:3]=[C:4]([N:12]2[CH2:17][CH2:16][O:15][CH2:14][CH2:13]2)[C:5]2[S:10][C:9](I)=[CH:8][C:6]=2[N:7]=1.Cl[C:19]1[CH:20]=[C:21](B(O)O)[CH:22]=[CH:23][C:24]=1[C:25]([O:27]C)=[O:26].[NH2:32][C:33]1[N:38]=[CH:37][C:36](B2OC(C)(C)C(C)(C)O2)=[CH:35][N:34]=1, predict the reaction product. (4) Given the reactants Cl[C:2]1[C:7]([C:8]([O:10][CH2:11][CH3:12])=[O:9])=[CH:6][N:5]=[C:4]([C:13]2[CH:18]=[CH:17][C:16]([F:19])=[CH:15][CH:14]=2)[CH:3]=1.[Cl:20][C:21]1[CH:26]=[CH:25][CH:24]=[CH:23][C:22]=1[OH:27], predict the reaction product. The product is: [Cl:20][C:21]1[CH:26]=[CH:25][CH:24]=[CH:23][C:22]=1[O:27][C:2]1[C:7]([C:8]([O:10][CH2:11][CH3:12])=[O:9])=[CH:6][N:5]=[C:4]([C:13]2[CH:18]=[CH:17][C:16]([F:19])=[CH:15][CH:14]=2)[CH:3]=1. (5) Given the reactants [C:1]([O:5][C:6](=[O:30])[CH2:7][O:8][C:9]1[CH:14]=[CH:13][C:12]([Cl:15])=[CH:11][C:10]=1[C:16]#[C:17][C:18]1[CH:23]=[CH:22][CH:21]=[C:20]([S:24]([CH2:27][CH2:28]C)(=[O:26])=[O:25])[CH:19]=1)([CH3:4])([CH3:3])[CH3:2].C(OC(=O)COC1C=CC(Cl)=CC=1C#C)(C)(C)C.IC1C=CC2CCS(=O)(=O)C=2C=1, predict the reaction product. The product is: [C:1]([O:5][C:6](=[O:30])[CH2:7][O:8][C:9]1[CH:14]=[CH:13][C:12]([Cl:15])=[CH:11][C:10]=1[C:16]#[C:17][C:18]1[CH:23]=[CH:22][C:21]2[CH2:28][CH2:27][S:24](=[O:25])(=[O:26])[C:20]=2[CH:19]=1)([CH3:3])([CH3:2])[CH3:4]. (6) The product is: [Cl:1][C:2]1[CH:7]=[C:6]([C:8]([OH:10])=[O:9])[CH:5]=[C:4]2[C:3]=1[C:15](=[O:17])[N:29]([C:23]1[N:22]=[C:21]([O:20][CH3:19])[C:26]([O:27][CH3:28])=[CH:25][N:24]=1)[C:13](=[S:14])[NH:12]2. Given the reactants [Cl:1][C:2]1[CH:7]=[C:6]([C:8]([O:10]C)=[O:9])[CH:5]=[C:4]([N:12]=[C:13]=[S:14])[C:3]=1[C:15]([O:17]C)=O.[CH3:19][O:20][C:21]1[C:26]([O:27][CH3:28])=[CH:25][N:24]=[C:23]([NH2:29])[N:22]=1.[OH-].[Na+].Cl, predict the reaction product. (7) Given the reactants [CH3:1][O:2][C:3](=[O:12])[C:4]1[CH:9]=[CH:8][C:7]([CH:10]=[O:11])=[CH:6][CH:5]=1.[CH:13]([Mg]Cl)([CH3:15])[CH3:14], predict the reaction product. The product is: [CH3:1][O:2][C:3](=[O:12])[C:4]1[CH:9]=[CH:8][C:7]([CH:10]([OH:11])[CH:13]([CH3:15])[CH3:14])=[CH:6][CH:5]=1. (8) Given the reactants [NH2:1][CH2:2][C@H:3]1[C@H:9]([C:10]2[CH:15]=[CH:14][C:13]([Cl:16])=[C:12]([F:17])[CH:11]=2)[O:8][CH2:7][CH2:6][N:5]([C:18]([O:20][C:21]([CH3:24])([CH3:23])[CH3:22])=[O:19])[CH2:4]1.C(N(CC)CC)C.[CH3:32][O:33][CH2:34][C:35](Cl)=[O:36], predict the reaction product. The product is: [Cl:16][C:13]1[CH:14]=[CH:15][C:10]([C@@H:9]2[O:8][CH2:7][CH2:6][N:5]([C:18]([O:20][C:21]([CH3:24])([CH3:23])[CH3:22])=[O:19])[CH2:4][C@H:3]2[CH2:2][NH:1][C:35](=[O:36])[CH2:34][O:33][CH3:32])=[CH:11][C:12]=1[F:17].